From a dataset of NCI-60 drug combinations with 297,098 pairs across 59 cell lines. Regression. Given two drug SMILES strings and cell line genomic features, predict the synergy score measuring deviation from expected non-interaction effect. (1) Drug 1: CN(C)N=NC1=C(NC=N1)C(=O)N. Drug 2: C1=CN(C(=O)N=C1N)C2C(C(C(O2)CO)O)O.Cl. Synergy scores: CSS=19.3, Synergy_ZIP=-4.74, Synergy_Bliss=4.09, Synergy_Loewe=-10.9, Synergy_HSA=5.07. Cell line: UACC62. (2) Drug 1: CC1=C(N=C(N=C1N)C(CC(=O)N)NCC(C(=O)N)N)C(=O)NC(C(C2=CN=CN2)OC3C(C(C(C(O3)CO)O)O)OC4C(C(C(C(O4)CO)O)OC(=O)N)O)C(=O)NC(C)C(C(C)C(=O)NC(C(C)O)C(=O)NCCC5=NC(=CS5)C6=NC(=CS6)C(=O)NCCC[S+](C)C)O. Drug 2: CN(C(=O)NC(C=O)C(C(C(CO)O)O)O)N=O. Cell line: OVCAR-4. Synergy scores: CSS=7.34, Synergy_ZIP=-4.85, Synergy_Bliss=-1.51, Synergy_Loewe=-2.24, Synergy_HSA=-1.03. (3) Drug 1: C1=CC(=CC=C1CCC2=CNC3=C2C(=O)NC(=N3)N)C(=O)NC(CCC(=O)O)C(=O)O. Drug 2: CC1C(C(=O)NC(C(=O)N2CCCC2C(=O)N(CC(=O)N(C(C(=O)O1)C(C)C)C)C)C(C)C)NC(=O)C3=C4C(=C(C=C3)C)OC5=C(C(=O)C(=C(C5=N4)C(=O)NC6C(OC(=O)C(N(C(=O)CN(C(=O)C7CCCN7C(=O)C(NC6=O)C(C)C)C)C)C(C)C)C)N)C. Cell line: UO-31. Synergy scores: CSS=20.3, Synergy_ZIP=-3.04, Synergy_Bliss=-0.343, Synergy_Loewe=-1.78, Synergy_HSA=-1.31. (4) Drug 1: CC1=CC2C(CCC3(C2CCC3(C(=O)C)OC(=O)C)C)C4(C1=CC(=O)CC4)C. Drug 2: C1=C(C(=O)NC(=O)N1)N(CCCl)CCCl. Cell line: SK-MEL-2. Synergy scores: CSS=15.1, Synergy_ZIP=-1.48, Synergy_Bliss=5.04, Synergy_Loewe=-0.935, Synergy_HSA=2.41. (5) Drug 1: C1=C(C(=O)NC(=O)N1)F. Drug 2: C1=CC(=CC=C1CC(C(=O)O)N)N(CCCl)CCCl.Cl. Cell line: MOLT-4. Synergy scores: CSS=72.0, Synergy_ZIP=9.62, Synergy_Bliss=8.45, Synergy_Loewe=8.21, Synergy_HSA=12.0. (6) Drug 1: C1=NC2=C(N1)C(=S)N=CN2. Drug 2: C1C(C(OC1N2C=NC(=NC2=O)N)CO)O. Cell line: SK-OV-3. Synergy scores: CSS=21.3, Synergy_ZIP=1.21, Synergy_Bliss=0.810, Synergy_Loewe=-11.5, Synergy_HSA=-1.81.